From a dataset of Reaction yield outcomes from USPTO patents with 853,638 reactions. Predict the reaction yield, written as a fraction of the theoretical maximum amount of product (1.0 means a 100% yield; for example, 0.34 means a 34% yield). The reactants are Cl[C:2]1[N:7]=[C:6]([C:8]2[O:9][CH:10]=[CH:11][CH:12]=2)[N:5]=[C:4]([NH2:13])[CH:3]=1.[NH:14]1[CH:18]=[CH:17][CH:16]=[N:15]1.C(=O)([O-])[O-].[Cs+].[Cs+].O. The catalyst is CN(C=O)C. The product is [O:9]1[CH:10]=[CH:11][CH:12]=[C:8]1[C:6]1[N:5]=[C:4]([NH2:13])[CH:3]=[C:2]([N:14]2[CH:18]=[CH:17][CH:16]=[N:15]2)[N:7]=1. The yield is 0.550.